From a dataset of Forward reaction prediction with 1.9M reactions from USPTO patents (1976-2016). Predict the product of the given reaction. Given the reactants Cl[C:2]1[N:7]=[CH:6][N:5]=[C:4]([NH:8][C:9]2[CH:14]=[C:13]([O:15][CH3:16])[C:12]([O:17][CH3:18])=[C:11]([O:19][CH3:20])[CH:10]=2)[N:3]=1.CCN(C(C)C)C(C)C.[NH2:30][C:31]1[CH:32]=[C:33]([NH:37][C:38](=[O:41])[CH:39]=[CH2:40])[CH:34]=[CH:35][CH:36]=1, predict the reaction product. The product is: [CH3:20][O:19][C:11]1[CH:10]=[C:9]([NH:8][C:4]2[N:5]=[CH:6][N:7]=[C:2]([NH:30][C:31]3[CH:32]=[C:33]([NH:37][C:38](=[O:41])[CH:39]=[CH2:40])[CH:34]=[CH:35][CH:36]=3)[N:3]=2)[CH:14]=[C:13]([O:15][CH3:16])[C:12]=1[O:17][CH3:18].